From a dataset of Full USPTO retrosynthesis dataset with 1.9M reactions from patents (1976-2016). Predict the reactants needed to synthesize the given product. (1) Given the product [F:36][CH2:35][CH2:34][N:18]1[C:19]2[C:14](=[CH:13][CH:12]=[C:11](/[CH:10]=[CH:9]/[C:6]3[S:7][CH:8]=[C:4]([CH:1]([CH3:3])[CH3:2])[N:5]=3)[CH:20]=2)[C:15](=[O:26])[C:16]([C:21]([O:23][CH2:24][CH3:25])=[O:22])=[CH:17]1, predict the reactants needed to synthesize it. The reactants are: [CH:1]([C:4]1[N:5]=[C:6](/[CH:9]=[CH:10]/[C:11]2[CH:20]=[C:19]3[C:14]([C:15](=[O:26])[C:16]([C:21]([O:23][CH2:24][CH3:25])=[O:22])=[CH:17][NH:18]3)=[CH:13][CH:12]=2)[S:7][CH:8]=1)([CH3:3])[CH3:2].C(=O)([O-])[O-].[K+].[K+].Br[CH2:34][CH2:35][F:36]. (2) Given the product [CH2:1]([C@H:8]([NH:21][C:22]([C@@H:24]([NH:34][C:35]([C@@H:37]([NH:41][C:42]([CH:44]1[CH2:45][C:46]2[C:51](=[CH:50][CH:49]=[CH:48][CH:47]=2)[CH2:52]1)=[O:43])[CH:38]1[CH2:40][CH2:39]1)=[O:36])[CH2:25][C:26]1[CH:27]=[CH:28][C:29]([O:32][CH3:33])=[CH:30][CH:31]=1)=[O:23])[C:9]([C:11](=[O:20])[NH:12][CH2:13][C:14]1[CH:15]=[CH:16][CH:17]=[CH:18][CH:19]=1)=[O:10])[C:2]1[CH:7]=[CH:6][CH:5]=[CH:4][CH:3]=1, predict the reactants needed to synthesize it. The reactants are: [CH2:1]([C@H:8]([NH:21][C:22]([C@@H:24]([NH:34][C:35]([C@@H:37]([NH:41][C:42]([CH:44]1[CH2:52][C:51]2[C:46](=[CH:47][CH:48]=[CH:49][CH:50]=2)[CH2:45]1)=[O:43])[CH:38]1[CH2:40][CH2:39]1)=[O:36])[CH2:25][C:26]1[CH:31]=[CH:30][C:29]([O:32][CH3:33])=[CH:28][CH:27]=1)=[O:23])[CH:9]([C:11](=[O:20])[NH:12][CH2:13][C:14]1[CH:19]=[CH:18][CH:17]=[CH:16][CH:15]=1)[OH:10])[C:2]1[CH:7]=[CH:6][CH:5]=[CH:4][CH:3]=1.CC(OI1(OC(C)=O)(OC(C)=O)OC(=O)C2C=CC=CC1=2)=O. (3) Given the product [CH2:1]([CH:3]1[N:12]([S:13]([C:16]2[CH:17]=[C:18]([CH3:24])[C:19]([O:22][CH3:23])=[C:20]([CH3:30])[CH:21]=2)(=[O:15])=[O:14])[C:11]2[C:6](=[CH:7][CH:8]=[C:9]([F:25])[CH:10]=2)[N:5]2[CH:27]=[CH:28][CH:29]=[C:4]12)[CH3:2], predict the reactants needed to synthesize it. The reactants are: [CH2:1]([CH:3]1[N:12]([S:13]([C:16]2[CH:21]=[CH:20][C:19]([O:22][CH3:23])=[C:18]([CH3:24])[CH:17]=2)(=[O:15])=[O:14])[C:11]2[C:6](=[CH:7][C:8](F)=[C:9]([F:25])[CH:10]=2)[N:5]2[CH:27]=[CH:28][CH:29]=[C:4]12)[CH3:2].[CH3:30]C1C=C(S(Cl)(=O)=O)C=C(C)C=1OC. (4) The reactants are: [Mg].Br[C:3]1[CH:14]=[CH:13][C:12]2=[C:15]3[C:4]=1[CH:5]=[CH:6][CH:7]=[C:8]3[C:9]([CH3:21])([CH3:20])[C:10]1[CH:19]=[CH:18][CH:17]=[CH:16][C:11]=12. Given the product [CH3:21][C:9]1([CH3:20])[C:8]2[C:15]3[C:4]([CH:5]=[CH:6][CH:7]=2)=[C:3]([C:3]2[CH:14]=[CH:13][C:12]4=[C:15]5[C:4]=2[CH:5]=[CH:6][CH:7]=[C:8]5[C:9]([CH3:20])([CH3:21])[C:10]2[CH:19]=[CH:18][CH:17]=[CH:16][C:11]=24)[CH:14]=[CH:13][C:12]=3[C:11]2[CH:16]=[CH:17][CH:18]=[CH:19][C:10]1=2, predict the reactants needed to synthesize it. (5) Given the product [Br:32][C:33]1[C:34]([NH:1][C:2]2[CH:3]=[C:4]([CH2:16][CH2:17][C:18]3[CH:19]=[C:20]([NH:24][C:25](=[O:31])[O:26][C:27]([CH3:30])([CH3:29])[CH3:28])[CH:21]=[CH:22][CH:23]=3)[CH:5]=[C:6]([S:8]([NH:11][C:12]([CH3:14])([CH3:15])[CH3:13])(=[O:10])=[O:9])[CH:7]=2)=[N:35][C:36]([Cl:39])=[N:37][CH:38]=1, predict the reactants needed to synthesize it. The reactants are: [NH2:1][C:2]1[CH:3]=[C:4]([CH2:16][CH2:17][C:18]2[CH:19]=[C:20]([NH:24][C:25](=[O:31])[O:26][C:27]([CH3:30])([CH3:29])[CH3:28])[CH:21]=[CH:22][CH:23]=2)[CH:5]=[C:6]([S:8]([NH:11][C:12]([CH3:15])([CH3:14])[CH3:13])(=[O:10])=[O:9])[CH:7]=1.[Br:32][C:33]1[C:34](Cl)=[N:35][C:36]([Cl:39])=[N:37][CH:38]=1. (6) Given the product [Si:1]([O:8][CH:9]1[CH2:13][CH:12]([C:14]([NH:20][NH:19][C:21]2[N:22]=[C:23]3[CH:29]=[CH:28][N:27]([S:30]([C:33]4[CH:39]=[CH:38][C:36]([CH3:37])=[CH:35][CH:34]=4)(=[O:32])=[O:31])[C:24]3=[N:25][CH:26]=2)=[O:16])[CH:11]([CH2:17][CH3:18])[CH2:10]1)([C:4]([CH3:5])([CH3:6])[CH3:7])([CH3:2])[CH3:3], predict the reactants needed to synthesize it. The reactants are: [Si:1]([O:8][C@H:9]1[CH2:13][C@H:12]([C:14]([OH:16])=O)[C@H:11]([CH2:17][CH3:18])[CH2:10]1)([C:4]([CH3:7])([CH3:6])[CH3:5])([CH3:3])[CH3:2].[NH:19]([C:21]1[N:22]=[C:23]2[CH:29]=[CH:28][N:27]([S:30]([C:33]3[CH:39]=[CH:38][C:36]([CH3:37])=[CH:35][CH:34]=3)(=[O:32])=[O:31])[C:24]2=[N:25][CH:26]=1)[NH2:20].CN(C(ON1N=NC2C=CC=NC1=2)=[N+](C)C)C.F[P-](F)(F)(F)(F)F. (7) Given the product [C:1]([O:5][C@@H:6]([C:12]1[C:31]([CH3:32])=[CH:30][C:15]2[N:16]=[C:17]([C:19]3[CH:29]=[CH:28][C:22]4[N:23]([CH3:27])[C:24](=[O:26])[N:25]([CH:44]5[CH2:45][CH2:46][N:41]([CH3:40])[CH2:42][CH2:43]5)[C:21]=4[CH:20]=3)[S:18][C:14]=2[C:13]=1[C:33]1[CH:38]=[CH:37][C:36]([Cl:39])=[CH:35][CH:34]=1)[C:7]([O:9][CH2:10][CH3:11])=[O:8])([CH3:2])([CH3:3])[CH3:4], predict the reactants needed to synthesize it. The reactants are: [C:1]([O:5][C@@H:6]([C:12]1[C:31]([CH3:32])=[CH:30][C:15]2[N:16]=[C:17]([C:19]3[CH:29]=[CH:28][C:22]4[N:23]([CH3:27])[C:24](=[O:26])[NH:25][C:21]=4[CH:20]=3)[S:18][C:14]=2[C:13]=1[C:33]1[CH:38]=[CH:37][C:36]([Cl:39])=[CH:35][CH:34]=1)[C:7]([O:9][CH2:10][CH3:11])=[O:8])([CH3:4])([CH3:3])[CH3:2].[CH3:40][N:41]1[CH2:46][CH2:45][CH:44](Br)[CH2:43][CH2:42]1.C([O-])([O-])=O.[Cs+].[Cs+]. (8) Given the product [CH2:12]([C:2]1[CH:11]=[CH:10][C:5]([C:6]([O:8][CH3:9])=[O:7])=[CH:4][N:3]=1)[CH3:13], predict the reactants needed to synthesize it. The reactants are: Cl[C:2]1[CH:11]=[CH:10][C:5]([C:6]([O:8][CH3:9])=[O:7])=[CH:4][N:3]=1.[CH2:12]([Mg]Br)[CH3:13].